From a dataset of Reaction yield outcomes from USPTO patents with 853,638 reactions. Predict the reaction yield, written as a fraction of the theoretical maximum amount of product (1.0 means a 100% yield; for example, 0.34 means a 34% yield). The reactants are Br[C:2]1[CH:3]=[C:4]([NH:10][C:11]2[CH:16]=[CH:15][C:14]([N:17]3[CH:22]4[CH2:23][CH2:24][CH:18]3[CH2:19][N:20]([CH:25]3[CH2:28][O:27][CH2:26]3)[CH2:21]4)=[CH:13][N:12]=2)[C:5](=[O:9])[N:6]([CH3:8])[CH:7]=1.[C:29]([O:32][CH2:33][C:34]1[C:35]([N:43]2[CH2:55][CH2:54][N:46]3[C:47]4[CH2:48][CH2:49][CH2:50][CH2:51][C:52]=4[CH:53]=[C:45]3[C:44]2=[O:56])=[N:36][CH:37]=[CH:38][C:39]=1B(O)O)(=[O:31])[CH3:30].[O-]P([O-])([O-])=O.[K+].[K+].[K+].C([O-])(=O)C.[Na+]. The catalyst is O.C1C=CC(P(C2C=CC=CC=2)[C-]2C=CC=C2)=CC=1.C1C=CC(P(C2C=CC=CC=2)[C-]2C=CC=C2)=CC=1.Cl[Pd]Cl.[Fe+2].C(#N)C. The product is [C:29]([O:32][CH2:33][C:34]1[C:35]([N:43]2[CH2:55][CH2:54][N:46]3[C:47]4[CH2:48][CH2:49][CH2:50][CH2:51][C:52]=4[CH:53]=[C:45]3[C:44]2=[O:56])=[N:36][CH:37]=[CH:38][C:39]=1[C:2]1[CH:3]=[C:4]([NH:10][C:11]2[CH:16]=[CH:15][C:14]([N:17]3[CH:22]4[CH2:23][CH2:24][CH:18]3[CH2:19][N:20]([CH:25]3[CH2:28][O:27][CH2:26]3)[CH2:21]4)=[CH:13][N:12]=2)[C:5](=[O:9])[N:6]([CH3:8])[CH:7]=1)(=[O:31])[CH3:30]. The yield is 0.420.